Task: Predict the reaction yield, written as a fraction of the theoretical maximum amount of product (1.0 means a 100% yield; for example, 0.34 means a 34% yield).. Dataset: Reaction yield outcomes from USPTO patents with 853,638 reactions The reactants are Cl[C:2]1[C:7]([CH3:8])=[C:6]([Cl:9])[N:5]=[CH:4][C:3]=1[C:10]([N:12]1[CH2:17][CH2:16][CH:15]([C:18]2[CH:23]=[CH:22][C:21]([F:24])=[CH:20][CH:19]=2)[CH2:14][CH2:13]1)=[O:11].[F:25][C:26]1[CH:32]=[CH:31][C:29]([NH2:30])=[C:28]([CH3:33])[CH:27]=1. No catalyst specified. The product is [Cl:9][C:6]1[N:5]=[CH:4][C:3]([C:10]([N:12]2[CH2:17][CH2:16][CH:15]([C:18]3[CH:23]=[CH:22][C:21]([F:24])=[CH:20][CH:19]=3)[CH2:14][CH2:13]2)=[O:11])=[C:2]([NH:30][C:29]2[CH:31]=[CH:32][C:26]([F:25])=[CH:27][C:28]=2[CH3:33])[C:7]=1[CH3:8]. The yield is 0.950.